Dataset: Forward reaction prediction with 1.9M reactions from USPTO patents (1976-2016). Task: Predict the product of the given reaction. Given the reactants [CH2:1]([O:3][C:4]1[CH:9]=[CH:8][C:7]([C:10]2[C:15](=[O:16])[N:14]3[CH:17]=[CH:18][S:19][C:13]3=[N:12][C:11]=2[CH3:20])=[CH:6][CH:5]=1)[CH3:2].BrCC[CH2:24][C:25]#[N:26].C([O-])([O-])=O.[K+].[K+], predict the reaction product. The product is: [CH3:20][C:11]1[N:12]=[C:13]2[S:19][CH:18]=[CH:17][N:14]2[C:15](=[O:16])[C:10]=1[C:7]1[CH:6]=[CH:5][C:4]([O:3][CH2:1][CH2:2][CH2:24][C:25]#[N:26])=[CH:9][CH:8]=1.